From a dataset of Full USPTO retrosynthesis dataset with 1.9M reactions from patents (1976-2016). Predict the reactants needed to synthesize the given product. (1) Given the product [F:1][C:2]1[CH:7]=[CH:6][C:5]([NH:8][C:9]2[N:14]3[N:15]=[CH:16][C:17]([C:18]([NH:42][S:39]([CH2:37][CH3:38])(=[O:41])=[O:40])=[O:19])=[C:13]3[N:12]=[CH:11][C:10]=2[C:21]([N:23]2[CH2:28][CH2:27][C:26]([F:35])([C:29]3[CH:30]=[CH:31][CH:32]=[CH:33][CH:34]=3)[CH2:25][CH2:24]2)=[O:22])=[C:4]([CH3:36])[CH:3]=1, predict the reactants needed to synthesize it. The reactants are: [F:1][C:2]1[CH:7]=[CH:6][C:5]([NH:8][C:9]2[N:14]3[N:15]=[CH:16][C:17]([C:18](O)=[O:19])=[C:13]3[N:12]=[CH:11][C:10]=2[C:21]([N:23]2[CH2:28][CH2:27][C:26]([F:35])([C:29]3[CH:34]=[CH:33][CH:32]=[CH:31][CH:30]=3)[CH2:25][CH2:24]2)=[O:22])=[C:4]([CH3:36])[CH:3]=1.[CH2:37]([S:39]([NH2:42])(=[O:41])=[O:40])[CH3:38]. (2) Given the product [Cl:45][CH2:46][CH2:47][CH2:48][CH2:49][C:50]#[C:51][C:2]1[C:7]([NH2:8])=[CH:6][CH:5]=[CH:4][N:3]=1, predict the reactants needed to synthesize it. The reactants are: Cl[C:2]1[C:7]([NH2:8])=[CH:6][CH:5]=[CH:4][N:3]=1.C([O-])([O-])=O.[K+].[K+].C1C=CC(P(C2C=CC=CC=2)CCCCP(C2C=CC=CC=2)C2C=CC=CC=2)=CC=1.[Cl:45][CH2:46][CH2:47][CH2:48][CH2:49][C:50]#[CH:51]. (3) Given the product [NH2:15][C:7]1([CH:1]2[CH2:2][CH2:3][CH2:4][CH2:5][CH2:6]2)[CH2:12][N:11]([CH3:13])[C:10](=[O:14])[CH2:9][CH2:8]1, predict the reactants needed to synthesize it. The reactants are: [CH:1]1([C:7]2([N+:15]([O-])=O)[CH2:12][N:11]([CH3:13])[C:10](=[O:14])[CH2:9][CH2:8]2)[CH2:6][CH2:5][CH2:4][CH2:3][CH2:2]1. (4) Given the product [C:1]([O:5][C:6](=[O:34])[CH2:7][CH:8]([NH:15][S:16]([C:19]1[CH:24]=[CH:23][C:22]([NH:25][C:42](=[O:44])[CH3:43])=[CH:21][C:20]=1[O:26][CH2:27][C:28]1[CH:33]=[CH:32][CH:31]=[CH:30][CH:29]=1)(=[O:18])=[O:17])[C:9]([N:11]([O:13][CH3:14])[CH3:12])=[O:10])([CH3:4])([CH3:2])[CH3:3], predict the reactants needed to synthesize it. The reactants are: [C:1]([O:5][C:6](=[O:34])[CH2:7][CH:8]([NH:15][S:16]([C:19]1[CH:24]=[CH:23][C:22]([NH2:25])=[CH:21][C:20]=1[O:26][CH2:27][C:28]1[CH:33]=[CH:32][CH:31]=[CH:30][CH:29]=1)(=[O:18])=[O:17])[C:9]([N:11]([O:13][CH3:14])[CH3:12])=[O:10])([CH3:4])([CH3:3])[CH3:2].C(N(CC)CC)C.[C:42](Cl)(=[O:44])[CH3:43]. (5) Given the product [CH3:1][C:2]1[N:7]=[C:6]([C:8]2[NH:10][O:11][C:19](=[O:20])[N:9]=2)[CH:5]=[C:4]([C:12]2[CH:17]=[CH:16][C:15]([F:18])=[CH:14][CH:13]=2)[N:3]=1, predict the reactants needed to synthesize it. The reactants are: [CH3:1][C:2]1[N:7]=[C:6]([C:8](=[N:10][OH:11])[NH2:9])[CH:5]=[C:4]([C:12]2[CH:17]=[CH:16][C:15]([F:18])=[CH:14][CH:13]=2)[N:3]=1.[C:19](N1C=CN=C1)(N1C=CN=C1)=[O:20].N12CCCN=C1CCCCC2.Cl. (6) Given the product [NH2:1][C:2]1[C:3]2[C:10]([C:11]3[CH:16]=[CH:15][CH:14]=[C:13]([O:17][CH2:18][CH:19]4[CH2:23][CH2:22][C:21]([CH3:25])([CH3:24])[O:20]4)[CH:12]=3)=[CH:9][N:8]([C@@H:26]3[CH2:27][C@H:28]([CH2:30][N:32]4[CH2:39][CH2:38][CH2:37][C@H:33]4[C:34]([NH2:36])=[O:35])[CH2:29]3)[C:4]=2[N:5]=[CH:6][N:7]=1, predict the reactants needed to synthesize it. The reactants are: [NH2:1][C:2]1[C:3]2[C:10]([C:11]3[CH:16]=[CH:15][CH:14]=[C:13]([O:17][CH2:18][CH:19]4[CH2:23][CH2:22][C:21]([CH3:25])([CH3:24])[O:20]4)[CH:12]=3)=[CH:9][N:8]([C@@H:26]3[CH2:29][C@H:28]([CH2:30]O)[CH2:27]3)[C:4]=2[N:5]=[CH:6][N:7]=1.[NH:32]1[CH2:39][CH2:38][CH2:37][C@H:33]1[C:34]([NH2:36])=[O:35]. (7) Given the product [Cl:1][C:2]1[CH:7]=[C:6]([CH:5]=[CH:4][C:3]=1[CH2:9][CH2:10][C:11](=[O:12])[C:13]1[S:14][C:15]([C:18]2[CH:23]=[CH:22][C:21]([C:24]([F:27])([F:25])[F:26])=[CH:20][CH:19]=2)=[CH:16][CH:17]=1)[O:8][C:29]([CH3:38])([CH3:37])[C:30]([O:32][C:33]([CH3:36])([CH3:35])[CH3:34])=[O:31], predict the reactants needed to synthesize it. The reactants are: [Cl:1][C:2]1[CH:7]=[C:6]([OH:8])[CH:5]=[CH:4][C:3]=1[CH2:9][CH2:10][C:11]([C:13]1[S:14][C:15]([C:18]2[CH:23]=[CH:22][C:21]([C:24]([F:27])([F:26])[F:25])=[CH:20][CH:19]=2)=[CH:16][CH:17]=1)=[O:12].Br[C:29]([CH3:38])([CH3:37])[C:30]([O:32][C:33]([CH3:36])([CH3:35])[CH3:34])=[O:31]. (8) Given the product [Br:1][C:2]1[CH:10]=[CH:9][C:5]([C:6]([NH2:16])=[O:7])=[CH:4][C:3]=1[Cl:11], predict the reactants needed to synthesize it. The reactants are: [Br:1][C:2]1[CH:10]=[CH:9][C:5]([C:6](O)=[O:7])=[CH:4][C:3]=1[Cl:11].S(Cl)(Cl)=O.[NH3:16].CCCCCCC.